Dataset: Reaction yield outcomes from USPTO patents with 853,638 reactions. Task: Predict the reaction yield, written as a fraction of the theoretical maximum amount of product (1.0 means a 100% yield; for example, 0.34 means a 34% yield). (1) The reactants are [C:1]([C:5]1[N:9]([CH3:10])[N:8]=[C:7]([N:11]2[C:15](=[O:16])[C:14]([O:17][CH3:18])=[C:13]([Cl:19])[CH2:12]2)[CH:6]=1)([CH3:4])([CH3:3])[CH3:2].[C:20]([O:23]C(=O)C)(=[O:22])[CH3:21].C(OCC)C.O. The catalyst is C(O)(=O)C.O.O.C([O-])(=O)C.C([O-])(=O)C.C([O-])(=O)C.[Mn+3]. The product is [C:20]([O:23][CH:12]1[C:13]([Cl:19])=[C:14]([O:17][CH3:18])[C:15](=[O:16])[N:11]1[C:7]1[CH:6]=[C:5]([C:1]([CH3:4])([CH3:2])[CH3:3])[N:9]([CH3:10])[N:8]=1)(=[O:22])[CH3:21]. The yield is 0.470. (2) The reactants are [CH3:1][O:2][C:3]([C:5]1[C:13]([NH:14][C:15]2[CH:20]=[CH:19][CH:18]=[CH:17][C:16]=2[F:21])=[C:12]([F:22])[C:11]2[C:7](=[C:8]([CH3:24])[N:9]([CH3:23])[N:10]=2)[CH:6]=1)=[O:4].C1C(=O)N([I:32])C(=O)C1.C(O)(C(F)(F)F)=O. The catalyst is CN(C=O)C.CCOC(C)=O. The product is [CH3:1][O:2][C:3]([C:5]1[C:13]([NH:14][C:15]2[CH:20]=[CH:19][C:18]([I:32])=[CH:17][C:16]=2[F:21])=[C:12]([F:22])[C:11]2[C:7](=[C:8]([CH3:24])[N:9]([CH3:23])[N:10]=2)[CH:6]=1)=[O:4]. The yield is 0.700. (3) The product is [CH3:1][S:2][CH2:3][CH2:4][O:5][CH2:9][C:10]([OH:12])=[O:11]. The catalyst is O1CCCC1. The yield is 0.690. The reactants are [CH3:1][S:2][CH2:3][CH2:4][OH:5].[H-].[Na+].Cl[CH2:9][C:10]([OH:12])=[O:11].Cl.[Cl-].[Na+]. (4) The reactants are [NH2:1][C:2]1[CH:3]=[CH:4][C:5]([O:19][CH2:20][CH2:21][CH3:22])=[C:6]([C:8]2[NH:13][C:12](=[O:14])[C:11]([Br:15])=[C:10]([CH:16]([CH3:18])[CH3:17])[N:9]=2)[CH:7]=1.[CH2:23]([N:25]=[C:26]=[S:27])[CH3:24].C(N(CC)CC)C. The catalyst is C(O)C. The product is [CH:16]([C:10]1[N:9]=[C:8]([C:6]2[CH:7]=[C:2]([NH:1][C:26]([NH:25][CH2:23][CH3:24])=[S:27])[CH:3]=[CH:4][C:5]=2[O:19][CH2:20][CH2:21][CH3:22])[NH:13][C:12](=[O:14])[C:11]=1[Br:15])([CH3:18])[CH3:17]. The yield is 0.740.